From a dataset of Full USPTO retrosynthesis dataset with 1.9M reactions from patents (1976-2016). Predict the reactants needed to synthesize the given product. Given the product [Cl:32][C:30]1[N:29]=[CH:28][N:27]([C:24]2[CH:25]=[CH:26][C:21]([NH:20][C:17]3[N:16]=[C:15]4[CH:6]([C:7]5[CH:12]=[C:11]([F:13])[CH:10]=[C:9]([F:14])[CH:8]=5)[CH2:5][CH2:4][CH2:3][CH2:2][N:19]4[N:18]=3)=[CH:22][C:23]=2[O:33][CH3:34])[CH:31]=1, predict the reactants needed to synthesize it. The reactants are: Cl[CH2:2][CH2:3][CH2:4][CH2:5][CH:6]([C:15]1[NH:19][N:18]=[C:17]([NH:20][C:21]2[CH:26]=[CH:25][C:24]([N:27]3[CH:31]=[C:30]([Cl:32])[N:29]=[CH:28]3)=[C:23]([O:33][CH3:34])[CH:22]=2)[N:16]=1)[C:7]1[CH:12]=[C:11]([F:13])[CH:10]=[C:9]([F:14])[CH:8]=1.[I-].[Na+].